Dataset: Forward reaction prediction with 1.9M reactions from USPTO patents (1976-2016). Task: Predict the product of the given reaction. (1) Given the reactants COC(=O)C1C=CC=C(COC2C=CC(C3C=C(F)C(F)=CC=3F)=CC=2)C=1[NH:27][N:28]([C:37]([O:39][C:40]([CH3:43])([CH3:42])[CH3:41])=[O:38])[CH2:29][C@@H:30]1[CH2:34][O:33][C:32]([CH3:36])([CH3:35])[O:31]1.COC(=O)C1C=CC=C(COC2C=CC(C3C=C(F)C(F)=CC=3Cl)=CC=2)C=1.COC(=O)C1C=CC=C(COC2C=CC(C3C=C(F)C(F)=CC=3Cl)=CC=2)C=1Br, predict the reaction product. The product is: [C:40]([O:39][C:37]([N:28]([CH2:29][C@@H:30]1[CH2:34][O:33][C:32]([CH3:36])([CH3:35])[O:31]1)[NH2:27])=[O:38])([CH3:43])([CH3:41])[CH3:42]. (2) The product is: [F:25][C:24]([F:26])([F:27])[C:15]1[CH:16]=[C:17]([C:20]([F:23])([F:21])[F:22])[CH:18]=[CH:19][C:14]=1[CH2:13][N:1]1[C:9]2[C:4](=[CH:5][C:6]([CH:10]=[O:11])=[CH:7][CH:8]=2)[CH:3]=[N:2]1. Given the reactants [NH:1]1[C:9]2[C:4](=[CH:5][C:6]([CH:10]=[O:11])=[CH:7][CH:8]=2)[CH:3]=[N:2]1.Br[CH2:13][C:14]1[CH:19]=[CH:18][C:17]([C:20]([F:23])([F:22])[F:21])=[CH:16][C:15]=1[C:24]([F:27])([F:26])[F:25], predict the reaction product. (3) Given the reactants Cl[CH2:2][CH2:3][N:4]1[CH2:9][CH2:8][N:7]([C:10]([O:12][C:13]([CH3:16])([CH3:15])[CH3:14])=[O:11])[CH2:6][CH2:5]1.[Na+].[I-].[CH3:19][NH2:20], predict the reaction product. The product is: [CH3:19][NH:20][CH2:2][CH2:3][N:4]1[CH2:9][CH2:8][N:7]([C:10]([O:12][C:13]([CH3:16])([CH3:15])[CH3:14])=[O:11])[CH2:6][CH2:5]1. (4) Given the reactants [CH2:1]([C@@H:8]1[C@@H:16]([OH:17])[C@H:15]([CH3:18])[O:14][C:13](=[O:19])[C@@H:12]([NH:20][C:21]([C:23]2[C:28]([OH:29])=[C:27]([O:30][CH3:31])[CH:26]=[CH:25][N:24]=2)=[O:22])[CH2:11][O:10][C:9]1=[O:32])[C:2]1[CH:7]=[CH:6][CH:5]=[CH:4][CH:3]=1.[CH3:33][S:34][CH3:35].C(OOC(=O)C1C=CC=CC=1)(=O)C1C=CC=CC=1.C(=O)(O)[O-].[Na+], predict the reaction product. The product is: [CH2:1]([C@@H:8]1[C@@H:16]([O:17][CH2:33][S:34][CH3:35])[C@H:15]([CH3:18])[O:14][C:13](=[O:19])[C@@H:12]([NH:20][C:21]([C:23]2[C:28]([OH:29])=[C:27]([O:30][CH3:31])[CH:26]=[CH:25][N:24]=2)=[O:22])[CH2:11][O:10][C:9]1=[O:32])[C:2]1[CH:3]=[CH:4][CH:5]=[CH:6][CH:7]=1.